This data is from CYP2D6 inhibition data for predicting drug metabolism from PubChem BioAssay. The task is: Regression/Classification. Given a drug SMILES string, predict its absorption, distribution, metabolism, or excretion properties. Task type varies by dataset: regression for continuous measurements (e.g., permeability, clearance, half-life) or binary classification for categorical outcomes (e.g., BBB penetration, CYP inhibition). Dataset: cyp2d6_veith. (1) The molecule is O=C(O)[C@H]1NC[C@@H]2[C@H](C(=O)O)[C@H]12. The result is 0 (non-inhibitor). (2) The molecule is CC(C)n1c(=O)c2c(O)cc(=O)oc2c2ccccc21. The result is 0 (non-inhibitor). (3) The drug is CC(C)[C@H](CO)Nc1nc(Nc2ccc(C(=O)O)c(Cl)c2)c2ncn(C(C)C)c2n1. The result is 0 (non-inhibitor).